Dataset: Full USPTO retrosynthesis dataset with 1.9M reactions from patents (1976-2016). Task: Predict the reactants needed to synthesize the given product. (1) The reactants are: [N:1]1([C:13]([O:15][C:16]([CH3:19])([CH3:18])[CH3:17])=[O:14])[CH2:5][CH2:4][CH2:3][C@H:2]1[C:6]([O:8][C:9]([CH3:12])([CH3:11])[CH3:10])=[O:7].[CH3:20][OH:21]. Given the product [CH3:20][O:21][CH:5]1[N:1]([C:13]([O:15][C:16]([CH3:19])([CH3:18])[CH3:17])=[O:14])[C@H:2]([C:6]([O:8][C:9]([CH3:11])([CH3:12])[CH3:10])=[O:7])[CH2:3][CH2:4]1, predict the reactants needed to synthesize it. (2) Given the product [N:13]1([C:7]([C:6]2[N:2]([CH3:1])[N:3]=[CH:4][C:5]=2[N+:10]([O-:12])=[O:11])=[O:9])[CH2:16][CH2:15][CH2:14]1, predict the reactants needed to synthesize it. The reactants are: [CH3:1][N:2]1[C:6]([C:7]([OH:9])=O)=[C:5]([N+:10]([O-:12])=[O:11])[CH:4]=[N:3]1.[NH:13]1[CH2:16][CH2:15][CH2:14]1.C(N(C(C)C)CC)(C)C.CCCP1(OP(CCC)(=O)OP(CCC)(=O)O1)=O.